From a dataset of Catalyst prediction with 721,799 reactions and 888 catalyst types from USPTO. Predict which catalyst facilitates the given reaction. (1) Reactant: [CH3:1][C:2]1[CH:3]=[N:4][C:5]2[C:10]([CH:11]=1)=[C:9]([CH2:12][OH:13])[CH:8]=[CH:7][CH:6]=2. Product: [CH3:1][C:2]1[CH:3]=[N:4][C:5]2[CH:6]=[CH:7][CH:8]=[C:9]([CH:12]=[O:13])[C:10]=2[CH:11]=1. The catalyst class is: 742. (2) Reactant: F[C:2]1[CH:3]=[CH:4][C:5]([N+:9]([O-:11])=[O:10])=[C:6]([OH:8])[CH:7]=1.[OH:12][C:13]1[CH:18]=[CH:17][C:16]([CH2:19][C:20]([O:22]C)=[O:21])=[CH:15][CH:14]=1.C([O-])([O-])=O.[K+].[K+]. Product: [OH:8][C:6]1[CH:7]=[C:2]([CH:3]=[CH:4][C:5]=1[N+:9]([O-:11])=[O:10])[O:12][C:13]1[CH:14]=[CH:15][C:16]([CH2:19][C:20]([OH:22])=[O:21])=[CH:17][CH:18]=1. The catalyst class is: 3. (3) Reactant: [Cl:1][C:2]1[C:3]([O:12][C:13]2[CH:18]=[C:17]([O:19][CH2:20][CH2:21][O:22][CH3:23])[CH:16]=[CH:15][C:14]=2[CH2:24][CH2:25][CH2:26][C:27]([OH:29])=O)=[N:4][CH:5]=[C:6]([C:8]([F:11])([F:10])[F:9])[CH:7]=1.[CH2:30]([S:35]([NH2:38])(=[O:37])=[O:36])[CH2:31][CH2:32][CH2:33][CH3:34].N12CCCN=C1CCCC[CH2:40]2. Product: [Cl:1][C:2]1[C:3]([O:12][C:13]2[CH:18]=[C:17]([O:19][CH2:20][CH2:21][O:22][CH2:23][CH3:40])[CH:16]=[CH:15][C:14]=2[CH2:24][CH2:25][CH2:26][C:27]([NH:38][S:35]([CH2:30][CH2:31][CH2:32][CH2:33][CH3:34])(=[O:37])=[O:36])=[O:29])=[N:4][CH:5]=[C:6]([C:8]([F:9])([F:10])[F:11])[CH:7]=1. The catalyst class is: 7. (4) Reactant: [Br:1][C:2]1[C:3]([Cl:10])=[C:4]([CH:8]=O)[CH:5]=[N:6][CH:7]=1.[CH2:11]([S:13]([NH2:16])(=[O:15])=[O:14])[CH3:12].[BH4-].[Na+]. Product: [Br:1][C:2]1[C:3]([Cl:10])=[C:4]([CH2:8][NH:16][S:13]([CH2:11][CH3:12])(=[O:15])=[O:14])[CH:5]=[N:6][CH:7]=1. The catalyst class is: 5. (5) Reactant: [CH3:1][O:2][C:3](=[O:32])[CH2:4][C:5]1[CH:6]=[N:7][CH:8]=[C:9]([C:11]2[CH:16]=[CH:15][C:14]([C:17]([F:20])([F:19])[F:18])=[CH:13][C:12]=2[CH2:21][N:22](C(OC(C)(C)C)=O)[CH2:23][CH3:24])[CH:10]=1.[ClH:33]. Product: [ClH:33].[ClH:33].[CH3:1][O:2][C:3](=[O:32])[CH2:4][C:5]1[CH:6]=[N:7][CH:8]=[C:9]([C:11]2[CH:16]=[CH:15][C:14]([C:17]([F:18])([F:19])[F:20])=[CH:13][C:12]=2[CH2:21][NH:22][CH2:23][CH3:24])[CH:10]=1. The catalyst class is: 135. (6) Reactant: [C:1]([O:5][C:6]([N:8]1[CH2:12][CH2:11][CH:10]([NH2:13])[CH2:9]1)=[O:7])([CH3:4])([CH3:3])[CH3:2].[Cl:14][C:15]1[CH:22]=[CH:21][C:18]([CH:19]=O)=[CH:17][CH:16]=1.[BH4-].[Na+]. Product: [C:1]([O:5][C:6]([N:8]1[CH2:12][CH2:11][CH:10]([NH:13][CH2:19][C:18]2[CH:21]=[CH:22][C:15]([Cl:14])=[CH:16][CH:17]=2)[CH2:9]1)=[O:7])([CH3:4])([CH3:2])[CH3:3]. The catalyst class is: 5. (7) Reactant: [C:1]([O:5][C:6](=[O:19])[NH:7][CH2:8][C:9]1[CH:14]=[C:13]([CH:15]=[CH2:16])[C:12]([NH2:17])=[C:11]([Cl:18])[CH:10]=1)([CH3:4])([CH3:3])[CH3:2].[CH3:20][S:21](Cl)(=[O:23])=[O:22].C(N(CC)CC)C. Product: [C:1]([O:5][C:6](=[O:19])[NH:7][CH2:8][C:9]1[CH:14]=[C:13]([CH:15]=[CH2:16])[C:12]([NH:17][S:21]([CH3:20])(=[O:23])=[O:22])=[C:11]([Cl:18])[CH:10]=1)([CH3:4])([CH3:2])[CH3:3]. The catalyst class is: 2. (8) Reactant: [NH2:1][C:2]1[C:6]([C:7]([N:9]([O:11][CH3:12])[CH3:10])=[O:8])=[CH:5][N:4]([CH2:13][C:14]2[CH:19]=[CH:18][C:17]([O:20][CH3:21])=[CH:16][CH:15]=2)[N:3]=1.CC(O)=O.[F:26][C:27]([F:32])([F:31])[CH2:28][CH:29]=O.[BH-](OC(C)=O)(OC(C)=O)OC(C)=O.[Na+]. Product: [CH3:12][O:11][N:9]([CH3:10])[C:7]([C:6]1[C:2]([NH:1][CH2:29][CH2:28][C:27]([F:32])([F:31])[F:26])=[N:3][N:4]([CH2:13][C:14]2[CH:15]=[CH:16][C:17]([O:20][CH3:21])=[CH:18][CH:19]=2)[CH:5]=1)=[O:8]. The catalyst class is: 2. (9) Reactant: Cl[C:2]1[C:3]([C:8]#[N:9])=[N:4][CH:5]=[CH:6][CH:7]=1.C[S-:11].[Na+]. Product: [SH:11][C:2]1[C:3]([C:8]#[N:9])=[N:4][CH:5]=[CH:6][CH:7]=1. The catalyst class is: 60. (10) Product: [Cl:21][C:22]1[CH:23]=[C:24]([NH:29][C:30]2[C:39]3[C:34](=[CH:35][C:36]([O:41][CH3:42])=[C:37]([O:40][CH2:2][CH2:3][CH2:4][N:5]4[CH2:10][CH2:9][CH2:8][CH:7]5[O:11][CH2:12][CH2:13][CH2:14][CH:6]45)[CH:38]=3)[N:33]=[CH:32][N:31]=2)[CH:25]=[CH:26][C:27]=1[F:28]. The catalyst class is: 3. Reactant: Cl[CH2:2][CH2:3][CH2:4][N:5]1[CH2:10][CH2:9][CH2:8][CH:7]2[O:11][CH2:12][CH2:13][CH2:14][CH:6]12.C([O-])([O-])=O.[K+].[K+].[Cl:21][C:22]1[CH:23]=[C:24]([NH:29][C:30]2[C:39]3[C:34](=[CH:35][C:36]([O:41][CH3:42])=[C:37]([OH:40])[CH:38]=3)[N:33]=[CH:32][N:31]=2)[CH:25]=[CH:26][C:27]=1[F:28].